This data is from Forward reaction prediction with 1.9M reactions from USPTO patents (1976-2016). The task is: Predict the product of the given reaction. (1) Given the reactants [CH3:1][C:2]1([CH3:22])[O:7][C:6](=[O:8])[CH:5]([CH2:9][C:10]2[CH:15]=[CH:14][C:13]([O:16][C:17]([F:20])([F:19])[F:18])=[CH:12][CH:11]=2)[C:4](=[O:21])[O:3]1.[C:23](=O)([O-])[O-].[K+].[K+].IC.O, predict the reaction product. The product is: [CH3:1][C:2]1([CH3:22])[O:3][C:4](=[O:21])[C:5]([CH3:23])([CH2:9][C:10]2[CH:11]=[CH:12][C:13]([O:16][C:17]([F:20])([F:18])[F:19])=[CH:14][CH:15]=2)[C:6](=[O:8])[O:7]1. (2) Given the reactants [OH:1][C:2]1[CH:7]=[C:6]([Cl:8])[N:5]=[N:4][C:3]=1Cl.[CH:10]1([C:13]2[CH:18]=[CH:17][CH:16]=[C:15]([CH3:19])[C:14]=2[OH:20])[CH2:12][CH2:11]1.CCCCCCCCCCC.[OH-].[K+].Cl, predict the reaction product. The product is: [Cl:8][C:6]1[N:5]=[N:4][C:3]([O:20][C:14]2[C:15]([CH3:19])=[CH:16][CH:17]=[CH:18][C:13]=2[CH:10]2[CH2:11][CH2:12]2)=[C:2]([OH:1])[CH:7]=1. (3) Given the reactants [C:1]([N:4]1[CH2:9][CH2:8][CH:7](/[C:10](=[N:18]/[NH:19][S:20]([C:23]2[CH:28]=[CH:27][C:26]([CH3:29])=[CH:25][CH:24]=2)(=[O:22])=[O:21])/[CH2:11][C:12]2[CH:17]=[CH:16][N:15]=[CH:14][N:13]=2)[CH2:6][CH2:5]1)(=[O:3])[CH3:2].O1CCCC1.[Cl:35][C:36]1[CH:44]=[CH:43][C:39]([C:40](Cl)=O)=[CH:38][CH:37]=1, predict the reaction product. The product is: [Cl:35][C:36]1[CH:44]=[CH:43][C:39]([C:40]2[N:19]([S:20]([C:23]3[CH:28]=[CH:27][C:26]([CH3:29])=[CH:25][CH:24]=3)(=[O:22])=[O:21])[N:18]=[C:10]([CH:7]3[CH2:8][CH2:9][N:4]([C:1](=[O:3])[CH3:2])[CH2:5][CH2:6]3)[C:11]=2[C:12]2[CH:17]=[CH:16][N:15]=[CH:14][N:13]=2)=[CH:38][CH:37]=1. (4) Given the reactants [CH3:1][O:2][C:3]1[N:8]=[C:7]2[NH:9][N:10]=[CH:11][C:6]2=[CH:5][C:4]=1[NH:12][C:13]1[C:14]2[C:21]3[CH2:22][CH2:23][C@H:24]([C:26](O)=[O:27])[CH2:25][C:20]=3[S:19][C:15]=2[N:16]=[CH:17][N:18]=1.[NH:29]1[CH2:32][CH:31]([C:33]#[N:34])[CH2:30]1, predict the reaction product. The product is: [CH3:1][O:2][C:3]1[N:8]=[C:7]2[NH:9][N:10]=[CH:11][C:6]2=[CH:5][C:4]=1[NH:12][C:13]1[C:14]2[C:21]3[CH2:22][CH2:23][C@H:24]([C:26]([N:29]4[CH2:32][CH:31]([C:33]#[N:34])[CH2:30]4)=[O:27])[CH2:25][C:20]=3[S:19][C:15]=2[N:16]=[CH:17][N:18]=1. (5) Given the reactants F[C:2]1[C:7]([C:8]([OH:10])=O)=[CH:6][C:5]([F:11])=[CH:4][N:3]=1.C(Cl)(=O)C(Cl)=O.C(N(CC)C(C)C)(C)C.Cl.[Cl:28][C:29]1[CH:30]=[C:31]([CH2:35][CH2:36][O:37][CH2:38][C:39]([NH2:41])=[NH:40])[CH:32]=[CH:33][CH:34]=1, predict the reaction product. The product is: [Cl:28][C:29]1[CH:30]=[C:31]([CH2:35][CH2:36][O:37][CH2:38][C:39]2[NH:41][C:8](=[O:10])[C:7]3[CH:6]=[C:5]([F:11])[CH:4]=[N:3][C:2]=3[N:40]=2)[CH:32]=[CH:33][CH:34]=1. (6) Given the reactants [CH2:1]([C:5]1[N:10]=[C:9]([CH3:11])[N:8]([C:12]2[CH:17]=[CH:16][C:15]([O:18][CH:19]3[CH2:24][CH2:23][CH:22]([OH:25])[CH2:21][CH2:20]3)=[CH:14][CH:13]=2)[C:7](=[O:26])[C:6]=1[CH2:27][C:28]1[CH:33]=[CH:32][C:31]([C:34]2[CH:39]=[CH:38][CH:37]=[CH:36][C:35]=2[C:40]2[NH:44][C:43](=[O:45])[O:42][N:41]=2)=[CH:30][CH:29]=1)[CH2:2][CH2:3][CH3:4].CC(OI1(OC(C)=O)(OC(C)=O)OC(=O)C2C1=CC=CC=2)=O, predict the reaction product. The product is: [CH2:1]([C:5]1[N:10]=[C:9]([CH3:11])[N:8]([C:12]2[CH:17]=[CH:16][C:15]([O:18][CH:19]3[CH2:24][CH2:23][C:22](=[O:25])[CH2:21][CH2:20]3)=[CH:14][CH:13]=2)[C:7](=[O:26])[C:6]=1[CH2:27][C:28]1[CH:33]=[CH:32][C:31]([C:34]2[CH:39]=[CH:38][CH:37]=[CH:36][C:35]=2[C:40]2[NH:44][C:43](=[O:45])[O:42][N:41]=2)=[CH:30][CH:29]=1)[CH2:2][CH2:3][CH3:4].